This data is from Full USPTO retrosynthesis dataset with 1.9M reactions from patents (1976-2016). The task is: Predict the reactants needed to synthesize the given product. (1) Given the product [C:26]([NH:25][CH2:24][CH2:23][CH2:22][N:19]1[CH2:20][CH2:21][CH:16]([CH2:15][NH:14][C:12]([C:6]2[C:5]3[C:9](=[CH:10][CH:11]=[C:3]([O:2][CH3:1])[CH:4]=3)[NH:8][N:7]=2)=[O:13])[CH2:17][CH2:18]1)(=[O:27])[C:28]#[C:29][CH3:30], predict the reactants needed to synthesize it. The reactants are: [CH3:1][O:2][C:3]1[CH:4]=[C:5]2[C:9](=[CH:10][CH:11]=1)[NH:8][N:7]=[C:6]2[C:12]([NH:14][CH2:15][CH:16]1[CH2:21][CH2:20][N:19]([CH2:22][CH2:23][CH2:24][NH:25][C:26]([C:28]2C=CC=[CH:30][CH:29]=2)=[O:27])[CH2:18][CH2:17]1)=[O:13].C(Cl)(=O)C#CC. (2) The reactants are: [C:1]([N:8]1[CH:12]=[CH:11]N=[CH:9]1)(N1C=CN=C1)=O.[NH:13]1[C:21]2[C:16](=[CH:17][CH:18]=[CH:19][CH:20]=2)[C:15]([CH2:22][CH2:23][C:24]([OH:26])=[O:25])=[CH:14]1.[CH3:27][C:28]1(C)[C:32](=[N:33]O)[CH2:31][C:30]2(CCNC[CH2:35]2)[O:29]1.ClCCl. Given the product [NH:13]1[C:21]2[C:16](=[CH:17][CH:18]=[CH:19][CH:20]=2)[C:15]([CH2:22][CH2:23][C:24]([O:26]/[N:33]=[C:32]2/[CH:28]([CH3:27])[O:29][C:30]3([CH2:35][CH2:9][N:8]([CH3:1])[CH2:12][CH2:11]3)[CH2:31]/2)=[O:25])=[CH:14]1, predict the reactants needed to synthesize it. (3) Given the product [Cl:13][C:14]1[CH:22]=[CH:21][CH:20]=[CH:19][C:15]=1[C:16]1[N:6]=[C:4]([N:23]2[CH2:28][CH2:27][CH2:26][CH2:25][CH2:24]2)[C:3]2[C:2](=[CH:10][CH:9]=[C:8]([CH2:11][CH3:12])[CH:7]=2)[N:1]=1, predict the reactants needed to synthesize it. The reactants are: [NH2:1][C:2]1[CH:10]=[CH:9][C:8]([CH2:11][CH3:12])=[CH:7][C:3]=1[C:4]([NH2:6])=O.[Cl:13][C:14]1[CH:22]=[CH:21][CH:20]=[CH:19][C:15]=1[C:16](Cl)=O.[NH:23]1[CH2:28][CH2:27][CH2:26][CH2:25][CH2:24]1. (4) The reactants are: C(C1C=C([CH:9]([S:17][CH2:18][CH2:19][CH2:20][C:21]2[CH:26]=[CH:25][CH:24]=[CH:23][C:22]=2[C:27]([OH:30])([CH3:29])[CH3:28])[C:10]2([CH2:13][C:14]([OH:16])=[O:15])[CH2:12][CH2:11]2)C=CC=1)=O.[Cl:31][C:32]1[CH:41]=[C:40]2[C:35]([CH:36]=[CH:37][C:38]([CH3:42])=[N:39]2)=[CH:34][CH:33]=1.N1CCCCC1.[C:49]1([CH3:55])[CH:54]=[CH:53][CH:52]=[CH:51][CH:50]=1. Given the product [Cl:31][C:32]1[CH:41]=[C:40]2[C:35]([CH:36]=[CH:37][C:38](/[CH:42]=[CH:55]/[C:49]3[CH:50]=[C:51]([CH:18]([S:17][CH2:9][C:10]4([CH2:13][C:14]([OH:16])=[O:15])[CH2:11][CH2:12]4)[CH2:19][CH2:20][C:21]4[CH:26]=[CH:25][CH:24]=[CH:23][C:22]=4[C:27]([OH:30])([CH3:28])[CH3:29])[CH:52]=[CH:53][CH:54]=3)=[N:39]2)=[CH:34][CH:33]=1, predict the reactants needed to synthesize it. (5) Given the product [Cl:1][C:2]1[CH:7]=[C:6]([Cl:8])[CH:5]=[CH:4][C:3]=1[CH:9]([C:14]1[C:22]2[C:17](=[C:18]([CH2:24][S:25]([CH3:26])=[O:35])[CH:19]=[C:20]([F:23])[CH:21]=2)[NH:16][CH:15]=1)[CH2:10][CH2:11][C:12]#[N:13], predict the reactants needed to synthesize it. The reactants are: [Cl:1][C:2]1[CH:7]=[C:6]([Cl:8])[CH:5]=[CH:4][C:3]=1[CH:9]([C:14]1[C:22]2[C:17](=[C:18]([CH2:24][S:25][CH3:26])[CH:19]=[C:20]([F:23])[CH:21]=2)[NH:16][CH:15]=1)[CH2:10][CH2:11][C:12]#[N:13].ClC1C=CC=C(C(OO)=[O:35])C=1. (6) Given the product [BrH:24].[F:22][C:19]([F:20])([F:21])[C:17]1[O:16][N:15]=[C:14]([C:11]2([NH2:10])[CH2:12][CH2:13]2)[N:18]=1, predict the reactants needed to synthesize it. The reactants are: C(OC(=O)[NH:10][C:11]1([C:14]2[N:18]=[C:17]([C:19]([F:22])([F:21])[F:20])[O:16][N:15]=2)[CH2:13][CH2:12]1)C1C=CC=CC=1.[BrH:24]. (7) Given the product [C:1]([O:5][C:6]([N:8]1[CH2:12][CH2:11][CH:10]([C:13]2[CH:14]=[C:15]([CH3:16])[N:19]([CH3:18])[N:20]=2)[CH2:9]1)=[O:7])([CH3:4])([CH3:3])[CH3:2], predict the reactants needed to synthesize it. The reactants are: [C:1]([O:5][C:6]([N:8]1[CH2:12][CH2:11][CH:10]([C:13](=O)[C:14]#[C:15][CH3:16])[CH2:9]1)=[O:7])([CH3:4])([CH3:3])[CH3:2].[CH3:18][NH:19][NH2:20].